This data is from Forward reaction prediction with 1.9M reactions from USPTO patents (1976-2016). The task is: Predict the product of the given reaction. Given the reactants [Cl:1][C:2]1[C:17]([O:18][CH2:19][C:20]2[CH:25]=[CH:24][CH:23]=[C:22]([C:26]3[CH:35]=[CH:34][C:29]4[O:30][CH2:31][CH2:32][O:33][C:28]=4[CH:27]=3)[C:21]=2[CH3:36])=[CH:16][C:5]([O:6][CH2:7][C:8]2[CH:9]=[N:10][CH:11]=[C:12]([CH:15]=2)[C:13]#[N:14])=[C:4]([CH:37]=O)[CH:3]=1.[OH:39][C@@H:40]1[CH2:45][CH2:44][NH:43][C@H:42]([C:46]([OH:48])=[O:47])[CH2:41]1.C(O)(C(F)(F)F)=O, predict the reaction product. The product is: [Cl:1][C:2]1[C:17]([O:18][CH2:19][C:20]2[CH:25]=[CH:24][CH:23]=[C:22]([C:26]3[CH:35]=[CH:34][C:29]4[O:30][CH2:31][CH2:32][O:33][C:28]=4[CH:27]=3)[C:21]=2[CH3:36])=[CH:16][C:5]([O:6][CH2:7][C:8]2[CH:9]=[N:10][CH:11]=[C:12]([C:13]#[N:14])[CH:15]=2)=[C:4]([CH:3]=1)[CH2:37][N:43]1[CH2:44][CH2:45][C@@H:40]([OH:39])[CH2:41][C@H:42]1[C:46]([OH:48])=[O:47].